This data is from Forward reaction prediction with 1.9M reactions from USPTO patents (1976-2016). The task is: Predict the product of the given reaction. (1) Given the reactants I[C:2]1[CH:3]=[CH:4][C:5]([CH3:21])=[C:6]([CH:20]=1)[CH2:7][C:8]1[S:9][C:10]([C:13]2[CH:18]=[CH:17][C:16]([F:19])=[CH:15][CH:14]=2)=[CH:11][CH:12]=1.C[Si](C)(C)[O:24][CH:25]1[CH:30]([O:31][Si](C)(C)C)[CH:29]([O:36][Si](C)(C)C)[CH:28]([CH2:41][O:42][Si](C)(C)C)[O:27][C:26]1=[O:47].[CH2:50]([Li])CCC.CS(O)(=O)=O.C(=O)(O)[O-].[Na+].C(OC(C)C)(C)C, predict the reaction product. The product is: [F:19][C:16]1[CH:17]=[CH:18][C:13]([C:10]2[S:9][C:8]([CH2:7][C:6]3[CH:20]=[C:2]([C:26]4([O:47][CH3:50])[C@H:25]([OH:24])[C@@H:30]([OH:31])[C@H:29]([OH:36])[C@@H:28]([CH2:41][OH:42])[O:27]4)[CH:3]=[CH:4][C:5]=3[CH3:21])=[CH:12][CH:11]=2)=[CH:14][CH:15]=1. (2) Given the reactants [Na].CC[O-].[Na+].[NH2:6][C:7]1[NH:11][N:10]=[CH:9][C:8]=1[C:12]#[N:13].[CH:14]([CH:17]([C:23](OCC)=[O:24])[C:18](OCC)=[O:19])([CH3:16])[CH3:15], predict the reaction product. The product is: [CH:14]([CH:17]1[C:18](=[O:19])[N:11]2[N:10]=[CH:9][C:8]([C:12]#[N:13])=[C:7]2[NH:6][C:23]1=[O:24])([CH3:16])[CH3:15]. (3) Given the reactants [C:1]([NH:5][C:6](=[O:35])[C:7]1[CH:12]=[CH:11][CH:10]=[C:9]([O:13][C:14]2[CH:19]=[CH:18][C:17]([NH:20][C:21]3[C:31]4[CH:30]=[C:29]([CH:32]=O)[CH2:28][CH2:27][NH:26][C:25]=4[N:24]=[CH:23][N:22]=3)=[CH:16][C:15]=2[Cl:34])[CH:8]=1)([CH3:4])([CH3:3])[CH3:2].[ClH:36].[CH3:37][C:38]([CH3:46])([CH2:41][S:42]([CH3:45])(=[O:44])=[O:43])[CH2:39][NH2:40].C(O[BH-](OC(=O)C)OC(=O)C)(=O)C.[Na+].Cl.C(OCC)(=O)C, predict the reaction product. The product is: [ClH:34].[ClH:36].[C:1]([NH:5][C:6](=[O:35])[C:7]1[CH:12]=[CH:11][CH:10]=[C:9]([O:13][C:14]2[CH:19]=[CH:18][C:17]([NH:20][C:21]3[C:31]4[CH:30]=[C:29]([CH2:32][NH:40][CH2:39][C:38]([CH3:46])([CH3:37])[CH2:41][S:42]([CH3:45])(=[O:44])=[O:43])[CH2:28][CH2:27][NH:26][C:25]=4[N:24]=[CH:23][N:22]=3)=[CH:16][C:15]=2[Cl:34])[CH:8]=1)([CH3:4])([CH3:2])[CH3:3]. (4) Given the reactants [Cl:1][C:2]1[C:3]([Cl:11])=[N:4][CH:5]=[C:6]([CH:10]=1)C(O)=O.C([N:14]([CH2:17]C)CC)C.O.C(OCC)(=[O:22])C.[C:26]([OH:30])([CH3:29])([CH3:28])[CH3:27], predict the reaction product. The product is: [C:26]([O:30][C:17]([NH:14][C:6]1[CH:5]=[N:4][C:3]([Cl:11])=[C:2]([Cl:1])[CH:10]=1)=[O:22])([CH3:29])([CH3:28])[CH3:27]. (5) Given the reactants CO[CH2:3][CH:4]1[CH2:9][CH2:8][CH2:7][CH2:6][N:5]1[C:10]1[N:15]=[CH:14][N:13]=[C:12]([NH:16][C:17]2[CH:18]=[C:19]([CH2:23][S:24]([NH2:27])(=[O:26])=[O:25])[CH:20]=[CH:21][CH:22]=2)[N:11]=1.ClC1N=CN=C(N[C:36]2[CH:37]=C(CS(N)(=O)=O)C=C[CH:41]=2)N=1.C1(C2CCN2)C=CC=CC=1, predict the reaction product. The product is: [C:9]1([CH:4]2[CH2:3][CH2:6][N:5]2[C:10]2[N:15]=[CH:14][N:13]=[C:12]([NH:16][C:17]3[CH:18]=[C:19]([CH2:23][S:24]([NH2:27])(=[O:26])=[O:25])[CH:20]=[CH:21][CH:22]=3)[N:11]=2)[CH:37]=[CH:36][CH:41]=[CH:7][CH:8]=1. (6) Given the reactants [Br:1][C:2]1[CH:3]=[C:4]([OH:10])[CH:5]=[C:6]([CH2:8][OH:9])[CH:7]=1.C(=O)([O-])[O-].[K+].[K+].Cl[C:18]1[CH:23]=[CH:22][C:21]([C:24]([F:27])([F:26])[F:25])=[CH:20][N:19]=1.O, predict the reaction product. The product is: [Br:1][C:2]1[CH:7]=[C:6]([CH2:8][OH:9])[CH:5]=[C:4]([O:10][C:18]2[CH:23]=[CH:22][C:21]([C:24]([F:27])([F:26])[F:25])=[CH:20][N:19]=2)[CH:3]=1.